Dataset: Forward reaction prediction with 1.9M reactions from USPTO patents (1976-2016). Task: Predict the product of the given reaction. Given the reactants [ClH:1].C(OC([N:9]1[CH2:22][CH:21]2[CH2:23][CH2:24][CH:11]([C:12]3[CH:13]=[C:14]4[C:18](=[CH:19][C:20]=32)[N:17]=[CH:16][N:15]4[CH2:25][CH3:26])[CH2:10]1)=O)(C)(C)C, predict the reaction product. The product is: [ClH:1].[CH2:25]([N:15]1[C:14]2[C:18](=[CH:19][C:20]3[CH:21]4[CH2:23][CH2:24][CH:11]([C:12]=3[CH:13]=2)[CH2:10][NH:9][CH2:22]4)[N:17]=[CH:16]1)[CH3:26].